Dataset: Full USPTO retrosynthesis dataset with 1.9M reactions from patents (1976-2016). Task: Predict the reactants needed to synthesize the given product. (1) Given the product [CH2:20]([N:27]1[CH2:31][CH2:30][N:29]([C:32]2[S:33][C:34]([C:38]([NH:15][CH2:14][C:13]3[CH:16]=[CH:17][C:18]([F:19])=[C:11]([F:10])[CH:12]=3)=[O:39])=[C:35]([CH3:37])[N:36]=2)[C:28]1=[O:41])[C:21]1[CH:26]=[CH:25][CH:24]=[CH:23][CH:22]=1, predict the reactants needed to synthesize it. The reactants are: FC1C=CC(CN)=CC=1.[F:10][C:11]1[CH:12]=[C:13]([CH:16]=[CH:17][C:18]=1[F:19])[CH2:14][NH2:15].[CH2:20]([N:27]1[CH2:31][CH2:30][N:29]([C:32]2[S:33][C:34]([C:38](O)=[O:39])=[C:35]([CH3:37])[N:36]=2)[C:28]1=[O:41])[C:21]1[CH:26]=[CH:25][CH:24]=[CH:23][CH:22]=1. (2) Given the product [C:38]([O:42][C:43]([N:45]1[CH:51]([Cl:26])[CH2:50][C:49]2[C:52]([S:57][CH2:58][C:59]3[CH:64]=[CH:63][C:62]([C:65]([O:67][CH3:68])=[O:66])=[CH:61][N:60]=3)=[CH:53][CH:54]=[CH:55][C:48]=2[CH2:47][CH2:46]1)=[O:44])([CH3:39])([CH3:40])[CH3:41], predict the reactants needed to synthesize it. The reactants are: C(OC(C)(C)C)=O.C(OC(N1CCC2C(SCC3C=CC(C(O)=O)=CN=3)=C([Cl:26])C=CC=2CC1)=O)(C)(C)C.[C:38]([O:42][C:43]([N:45]1[CH2:51][CH2:50][C:49]2[C:52]([S:57][CH2:58][C:59]3[CH:64]=[CH:63][C:62]([C:65]([O:67][CH3:68])=[O:66])=[CH:61][N:60]=3)=[C:53](Cl)[CH:54]=[CH:55][C:48]=2[CH:47](Cl)[CH2:46]1)=[O:44])([CH3:41])([CH3:40])[CH3:39].[OH-].[Li+]. (3) Given the product [NH2:24][C:16]([CH2:15][CH2:14][C:11]1[CH:12]=[CH:13][C:8]([C:5]2[CH:6]=[CH:7][C:2]([S:37][C:31]3[CH:32]=[CH:33][C:34]([CH3:36])=[CH:35][C:30]=3[F:29])=[CH:3][C:4]=2[F:28])=[CH:9][CH:10]=1)([CH2:21][OH:20])[CH2:17][OH:18], predict the reactants needed to synthesize it. The reactants are: Br[C:2]1[CH:7]=[CH:6][C:5]([C:8]2[CH:13]=[CH:12][C:11]([CH2:14][CH2:15][C:16]3([NH:24]C(=O)C)[CH2:21][O:20]C(C)(C)[O:18][CH2:17]3)=[CH:10][CH:9]=2)=[C:4]([F:28])[CH:3]=1.[F:29][C:30]1[CH:35]=[C:34]([CH3:36])[CH:33]=[CH:32][C:31]=1[SH:37].C(N(C(C)C)CC)(C)C.C1(P(C2C=CC=CC=2)C2C3OC4C(=CC=CC=4P(C4C=CC=CC=4)C4C=CC=CC=4)C(C)(C)C=3C=CC=2)C=CC=CC=1. (4) Given the product [CH2:13]([O:20][C:21]([NH:23][C@H:24]1[CH2:29][CH2:28][CH2:27][CH2:26][C@@:25]1([CH2:1][CH3:2])[C:30]([O:32][CH3:33])=[O:31])=[O:22])[C:14]1[CH:15]=[CH:16][CH:17]=[CH:18][CH:19]=1, predict the reactants needed to synthesize it. The reactants are: [CH:1](NC(C)C)(C)[CH3:2].C([Li])CCC.[CH2:13]([O:20][C:21]([NH:23][C@H:24]1[CH2:29][CH2:28][CH2:27][CH2:26][C@@H:25]1[C:30]([O:32][CH3:33])=[O:31])=[O:22])[C:14]1[CH:19]=[CH:18][CH:17]=[CH:16][CH:15]=1.ICC. (5) Given the product [CH3:16][C:17]1[CH:18]=[C:19]([NH:20][S:12]([C:7]2[CH:8]=[C:9]3[C:4](=[CH:5][CH:6]=2)[NH:3][C:2](=[O:1])[CH2:11][CH2:10]3)(=[O:14])=[O:13])[CH:21]=[CH:22][C:23]=1[CH3:24], predict the reactants needed to synthesize it. The reactants are: [O:1]=[C:2]1[CH2:11][CH2:10][C:9]2[C:4](=[CH:5][CH:6]=[C:7]([S:12](Cl)(=[O:14])=[O:13])[CH:8]=2)[NH:3]1.[CH3:16][C:17]1[CH:18]=[C:19]([CH:21]=[CH:22][C:23]=1[CH3:24])[NH2:20].CCN(C(C)C)C(C)C.